From a dataset of Catalyst prediction with 721,799 reactions and 888 catalyst types from USPTO. Predict which catalyst facilitates the given reaction. (1) Reactant: CS([C:4]1[N:9]=[C:8]([N:10]2[C:18]3[C:13](=[C:14]([O:19][CH2:20][CH2:21][CH2:22][S:23]([CH3:26])(=[O:25])=[O:24])[CH:15]=[CH:16][CH:17]=3)[CH:12]=[CH:11]2)[CH:7]=[CH:6][N:5]=1)=O.Cl.[NH2:28][CH:29]1[CH2:34][CH2:33][CH:32]([CH2:35][OH:36])[CH2:31][CH2:30]1. Product: [CH3:26][S:23]([CH2:22][CH2:21][CH2:20][O:19][C:14]1[CH:15]=[CH:16][CH:17]=[C:18]2[C:13]=1[CH:12]=[CH:11][N:10]2[C:8]1[CH:7]=[CH:6][N:5]=[C:4]([NH:28][CH:29]2[CH2:34][CH2:33][CH:32]([CH2:35][OH:36])[CH2:31][CH2:30]2)[N:9]=1)(=[O:25])=[O:24]. The catalyst class is: 14. (2) Reactant: C([N:8]([CH2:35][C@H:36]([OH:58])[CH2:37][O:38][C:39]1[CH:44]=[CH:43][C:42]([O:45]CC2C=CC=CC=2)=[C:41]([NH:53][S:54]([CH3:57])(=[O:56])=[O:55])[CH:40]=1)[C@H:9]1[CH2:14][CH2:13][C@H:12]([C:15]2[CH:34]=[CH:33][C:18]([C:19]([NH:21][C@H:22]([C:30]([OH:32])=[O:31])[CH2:23][C:24]3[CH:29]=[CH:28][CH:27]=[CH:26][CH:25]=3)=[O:20])=[CH:17][CH:16]=2)[CH2:11][CH2:10]1)C1C=CC=CC=1. Product: [OH:58][C@H:36]([CH2:37][O:38][C:39]1[CH:44]=[CH:43][C:42]([OH:45])=[C:41]([NH:53][S:54]([CH3:57])(=[O:56])=[O:55])[CH:40]=1)[CH2:35][NH:8][C@H:9]1[CH2:10][CH2:11][C@H:12]([C:15]2[CH:34]=[CH:33][C:18]([C:19]([NH:21][C@H:22]([C:30]([OH:32])=[O:31])[CH2:23][C:24]3[CH:29]=[CH:28][CH:27]=[CH:26][CH:25]=3)=[O:20])=[CH:17][CH:16]=2)[CH2:13][CH2:14]1. The catalyst class is: 29. (3) Reactant: C[O:2][C:3]([C:5]1[CH:14]=[CH:13][C:12]2[C:7](=[CH:8][CH:9]=[C:10]([NH:15][CH2:16][C:17]3[S:18][CH:19]=[C:20]([C:22]4[CH:27]=[CH:26][CH:25]=[CH:24][C:23]=4[Cl:28])[N:21]=3)[CH:11]=2)[CH:6]=1)=[O:4].[Li+].[OH-].Cl. Product: [Cl:28][C:23]1[CH:24]=[CH:25][CH:26]=[CH:27][C:22]=1[C:20]1[N:21]=[C:17]([CH2:16][NH:15][C:10]2[CH:11]=[C:12]3[C:7](=[CH:8][CH:9]=2)[CH:6]=[C:5]([C:3]([OH:4])=[O:2])[CH:14]=[CH:13]3)[S:18][CH:19]=1. The catalyst class is: 20.